From a dataset of Full USPTO retrosynthesis dataset with 1.9M reactions from patents (1976-2016). Predict the reactants needed to synthesize the given product. Given the product [Cl:1][C:2]1[CH:3]=[C:4]([CH:33]=[CH:34][C:35]=1[Cl:36])[O:5][CH:6]1[CH2:7][CH2:8][N:9]([CH2:12][CH:13]2[CH2:18][CH2:17][N:16]([C@@H:19]([CH2:24][C:25]3[CH:30]=[CH:29][CH:28]=[CH:27][C:26]=3[OH:31])[C:20]([O:22][CH3:23])=[O:21])[CH2:15][CH2:14]2)[CH2:10][CH2:11]1, predict the reactants needed to synthesize it. The reactants are: [Cl:1][C:2]1[CH:3]=[C:4]([CH:33]=[CH:34][C:35]=1[Cl:36])[O:5][CH:6]1[CH2:11][CH2:10][N:9]([CH2:12][CH:13]2[CH2:18][CH2:17][N:16]([C@@H:19]([CH2:24][C:25]3[CH:30]=[CH:29][CH:28]=[CH:27][C:26]=3[O:31]C)[C:20]([O:22][CH3:23])=[O:21])[CH2:15][CH2:14]2)[CH2:8][CH2:7]1.B(Br)(Br)Br.